From a dataset of Full USPTO retrosynthesis dataset with 1.9M reactions from patents (1976-2016). Predict the reactants needed to synthesize the given product. (1) Given the product [CH:32]1([NH:31][C:26]2[CH:25]=[C:24]([C:13]3[C:14]4[C:19](=[CH:18][CH:17]=[CH:16][CH:15]=4)[N:11]([S:8]([C:5]4[CH:6]=[CH:7][C:2]([CH3:1])=[CH:3][CH:4]=4)(=[O:10])=[O:9])[CH:12]=3)[N:29]=[C:28]([NH2:30])[N:27]=2)[CH2:35][CH2:34][CH2:33]1, predict the reactants needed to synthesize it. The reactants are: [CH3:1][C:2]1[CH:7]=[CH:6][C:5]([S:8]([N:11]2[C:19]3[C:14](=[CH:15][CH:16]=[CH:17][CH:18]=3)[C:13](B(O)O)=[CH:12]2)(=[O:10])=[O:9])=[CH:4][CH:3]=1.Cl[C:24]1[N:29]=[C:28]([NH2:30])[N:27]=[C:26]([NH:31][CH:32]2[CH2:35][CH2:34][CH2:33]2)[CH:25]=1. (2) Given the product [N+:8]([C:5]1[CH:6]=[CH:7][C:2]([N:11]2[CH2:16][CH2:15][S:14][CH2:13][CH2:12]2)=[CH:3][CH:4]=1)([O-:10])=[O:9], predict the reactants needed to synthesize it. The reactants are: F[C:2]1[CH:7]=[CH:6][C:5]([N+:8]([O-:10])=[O:9])=[CH:4][CH:3]=1.[NH:11]1[CH2:16][CH2:15][S:14][CH2:13][CH2:12]1.C(OCC)(=O)C.C(=O)(O)[O-].[Na+]. (3) Given the product [OH:8][CH2:9][C:10]1[CH:15]=[CH:14][N:13]=[C:12]([C:16]#[N:17])[CH:11]=1, predict the reactants needed to synthesize it. The reactants are: [Si]([O:8][CH2:9][C:10]1[CH:15]=[CH:14][N:13]=[C:12]([C:16]#[N:17])[CH:11]=1)(C(C)(C)C)(C)C.S(=O)(=O)(O)O. (4) Given the product [Br:13][C:14]1[C:23]2[C:18](=[CH:19][C:20]([Br:24])=[CH:21][CH:22]=2)[CH:17]=[CH:16][C:15]=1[O:25][CH2:26][CH2:27][N:28]1[C:10]([NH2:11])=[CH:9][C:1]([C:2]2[CH:7]=[CH:6][CH:5]=[CH:4][CH:3]=2)=[N:29]1, predict the reactants needed to synthesize it. The reactants are: [C:1]([CH2:9][C:10]#[N:11])(=O)[C:2]1[CH:7]=[CH:6][CH:5]=[CH:4][CH:3]=1.Cl.[Br:13][C:14]1[C:23]2[C:18](=[CH:19][C:20]([Br:24])=[CH:21][CH:22]=2)[CH:17]=[CH:16][C:15]=1[O:25][CH2:26][CH2:27][NH:28][NH2:29]. (5) Given the product [Cl:7][C:8]1[C:13]([CH:14]2[O:25][CH2:1][CH2:6][O:15]2)=[C:12]([Cl:16])[N:11]=[CH:10][N:9]=1, predict the reactants needed to synthesize it. The reactants are: [CH:1]1[CH:6]=CC=CC=1.[Cl:7][C:8]1[C:13]([CH:14]=[O:15])=[C:12]([Cl:16])[N:11]=[CH:10][N:9]=1.O.C1(C)C=CC(S(O)(=O)=[O:25])=CC=1.C([O-])(O)=O.[Na+].